This data is from Full USPTO retrosynthesis dataset with 1.9M reactions from patents (1976-2016). The task is: Predict the reactants needed to synthesize the given product. (1) The reactants are: C(C(Cl)=O)COCC(COCCC(Cl)=O)(COCCC(Cl)=O)COCCC(Cl)=O.O1CCCC1.N[C:36]1[CH:37]=[C:38]([C:46]([O:48][CH3:49])=[O:47])[CH:39]=[C:40]([CH:45]=1)[C:41]([O:43][CH3:44])=[O:42].C(N(CC)CC)C. Given the product [C:41]([O:43][CH3:44])(=[O:42])[C:40]1[CH:45]=[CH:36][CH:37]=[C:38]([C:46]([O:48][CH3:49])=[O:47])[CH:39]=1.[C:41]([O:43][CH3:44])(=[O:42])[C:40]1[CH:45]=[CH:36][CH:37]=[C:38]([C:46]([O:48][CH3:49])=[O:47])[CH:39]=1, predict the reactants needed to synthesize it. (2) Given the product [Cl-:43].[NH2:7][CH2:8][CH2:9][CH2:10][N:11]([CH:21]([C:24]1[N:25]([CH2:35][C:36]2[CH:37]=[CH:38][CH:39]=[CH:40][CH:41]=2)[C:26](=[O:34])[C:27]2[C:32]([CH3:33])=[N:31][S:30][C:28]=2[N:29]=1)[CH2:22][CH3:23])[C:12](=[O:20])[C:13]1[CH:18]=[CH:17][C:16]([CH3:19])=[CH:15][CH:14]=1, predict the reactants needed to synthesize it. The reactants are: C(OC(=O)[NH:7][CH2:8][CH2:9][CH2:10][N:11]([CH:21]([C:24]1[N:25]([CH2:35][C:36]2[CH:41]=[CH:40][CH:39]=[CH:38][CH:37]=2)[C:26](=[O:34])[C:27]2[C:32]([CH3:33])=[N:31][S:30][C:28]=2[N:29]=1)[CH2:22][CH3:23])[C:12](=[O:20])[C:13]1[CH:18]=[CH:17][C:16]([CH3:19])=[CH:15][CH:14]=1)(C)(C)C.[ClH:43]. (3) Given the product [NH4+:8].[OH-:5].[Cl:44][CH2:43][Cl:45].[CH3:31][C:30]([CH3:33])([CH3:32])[C:29]([C:28]1[C:22]2[C:23](=[N:24][CH:25]=[C:20]([C:16]3[CH:17]=[CH:18][CH:19]=[C:14]([N:11]4[CH2:12][CH2:13][NH:8][CH2:9][CH2:10]4)[CH:15]=3)[N:21]=2)[N:26]([CH2:35][O:36][CH2:37][CH2:38][Si:39]([CH3:41])([CH3:40])[CH3:42])[CH:27]=1)=[O:34], predict the reactants needed to synthesize it. The reactants are: C([O:5]C([N:8]1[CH2:13][CH2:12][N:11]([C:14]2[CH:19]=[CH:18][CH:17]=[C:16]([C:20]3[N:21]=[C:22]4[C:28]([C:29](=[O:34])[C:30]([CH3:33])([CH3:32])[CH3:31])=[CH:27][N:26]([CH2:35][O:36][CH2:37][CH2:38][Si:39]([CH3:42])([CH3:41])[CH3:40])[C:23]4=[N:24][CH:25]=3)[CH:15]=2)[CH2:10][CH2:9]1)=O)(C)(C)C.[CH2:43]([Cl:45])[Cl:44].CO. (4) Given the product [Br:1][C:2]1[CH:7]=[C:6]2[C:5](=[CH:4][C:3]=1[F:20])[NH:8][CH:9]=[CH:10][C:15]2=[O:16].[Br:1][C:2]1[C:3]([F:20])=[C:4]2[C:5](=[CH:6][CH:7]=1)[NH:8][CH:9]=[CH:10][C:15]2=[O:16], predict the reactants needed to synthesize it. The reactants are: [Br:1][C:2]1[CH:7]=[CH:6][C:5]([NH:8][CH:9]=[C:10]2[C:15](=[O:16])OC(C)(C)OC2=O)=[CH:4][C:3]=1[F:20]. (5) Given the product [Cl:1][C:2]1[N:7]=[CH:6][C:5]([C:8]2[C:9](=[O:19])[NH:10][C:11](=[O:18])[N:12]([CH2:14][CH2:15][CH2:16][N:30]3[CH2:31][C@H:32]4[C@:28]([C:25]5[CH:24]=[CH:23][C:22]([C:21]([F:20])([F:35])[F:34])=[CH:27][CH:26]=5)([CH2:33]4)[CH2:29]3)[CH:13]=2)=[CH:4][CH:3]=1, predict the reactants needed to synthesize it. The reactants are: [Cl:1][C:2]1[N:7]=[CH:6][C:5]([C:8]2[C:9](=[O:19])[NH:10][C:11](=[O:18])[N:12]([CH2:14][CH2:15][CH:16]=O)[CH:13]=2)=[CH:4][CH:3]=1.[F:20][C:21]([F:35])([F:34])[C:22]1[CH:27]=[CH:26][C:25]([C@:28]23[CH2:33][C@H:32]2[CH2:31][NH:30][CH2:29]3)=[CH:24][CH:23]=1.[BH-](OC(C)=O)(OC(C)=O)OC(C)=O.[Na+].[OH-].[Na+]. (6) Given the product [N:1]1[CH:6]=[CH:5][CH:4]=[C:3]([C:7]2[C:15]3[C:10](=[CH:11][CH:12]=[C:13]([C:16]4[N:18]=[N:19][NH:20][N:17]=4)[CH:14]=3)[NH:9][N:8]=2)[CH:2]=1, predict the reactants needed to synthesize it. The reactants are: [N:1]1[CH:6]=[CH:5][CH:4]=[C:3]([C:7]2[C:15]3[C:10](=[CH:11][CH:12]=[C:13]([C:16]#[N:17])[CH:14]=3)[NH:9][N:8]=2)[CH:2]=1.[N:18]([Sn](CCCC)(CCCC)CCCC)=[N+:19]=[N-:20]. (7) Given the product [Br:1][C:2]1[CH:3]=[CH:4][C:5]2[C:6](=[O:37])[N:7]3[CH2:14][C:13]4([CH2:15][CH2:16][NH:17][CH2:18][CH2:19]4)[CH2:12][C:8]3=[N:9][C:10]=2[CH:11]=1, predict the reactants needed to synthesize it. The reactants are: [Br:1][C:2]1[CH:3]=[CH:4][C:5]2[C:6](=[O:37])[N:7]3[CH2:14][C:13]4([CH2:19][CH2:18][N:17](C(OCC5C6C=CC=CC=6C6C5=CC=CC=6)=O)[CH2:16][CH2:15]4)[CH2:12][C:8]3=[N:9][C:10]=2[CH:11]=1.N1CCCCC1.